This data is from Human liver microsome stability data. The task is: Regression/Classification. Given a drug SMILES string, predict its absorption, distribution, metabolism, or excretion properties. Task type varies by dataset: regression for continuous measurements (e.g., permeability, clearance, half-life) or binary classification for categorical outcomes (e.g., BBB penetration, CYP inhibition). Dataset: hlm. (1) The drug is O=C(NC1CCOCC1)C1CCN(C(=O)NCc2ccccc2)CC1. The result is 0 (unstable in human liver microsomes). (2) The molecule is COc1cc(C(=O)NCCN(C)C)ccc1-c1cc2c(N[C@H](C)c3ccccc3)ncnc2s1. The result is 0 (unstable in human liver microsomes).